Dataset: Peptide-MHC class II binding affinity with 134,281 pairs from IEDB. Task: Regression. Given a peptide amino acid sequence and an MHC pseudo amino acid sequence, predict their binding affinity value. This is MHC class II binding data. (1) The peptide sequence is GDGFIDFNEFISFCN. The MHC is DRB3_0202 with pseudo-sequence DRB3_0202. The binding affinity (normalized) is 0.383. (2) The peptide sequence is KKNIIALLIIPPKIH. The MHC is DRB1_1302 with pseudo-sequence DRB1_1302. The binding affinity (normalized) is 0.750. (3) The peptide sequence is SEDLLKAVLGAKKKL. The MHC is DRB1_0101 with pseudo-sequence DRB1_0101. The binding affinity (normalized) is 0.782. (4) The peptide sequence is VATLSEALRIIAGTL. The MHC is HLA-DQA10101-DQB10501 with pseudo-sequence HLA-DQA10101-DQB10501. The binding affinity (normalized) is 0.0824. (5) The peptide sequence is GEPIRFLLSYGEKDF. The MHC is HLA-DQA10401-DQB10402 with pseudo-sequence HLA-DQA10401-DQB10402. The binding affinity (normalized) is 0.697. (6) The peptide sequence is TQAFSAHGSGREVID. The MHC is DRB1_0404 with pseudo-sequence DRB1_0404. The binding affinity (normalized) is 0.358. (7) The peptide sequence is LLFCALASSCQVAFS. The MHC is DRB1_0401 with pseudo-sequence DRB1_0401. The binding affinity (normalized) is 0.675. (8) The peptide sequence is LDGVNLVASQPIFTG. The MHC is DRB3_0101 with pseudo-sequence DRB3_0101. The binding affinity (normalized) is 0.324. (9) The peptide sequence is AIKVAATAANAAPAN. The MHC is HLA-DPA10103-DPB10301 with pseudo-sequence HLA-DPA10103-DPB10301. The binding affinity (normalized) is 0.654. (10) The peptide sequence is GGTVIRNPLSRNSTH. The MHC is DRB1_1101 with pseudo-sequence DRB1_1101. The binding affinity (normalized) is 0.635.